Task: Predict the reactants needed to synthesize the given product.. Dataset: Full USPTO retrosynthesis dataset with 1.9M reactions from patents (1976-2016) (1) Given the product [OH:8][CH2:9][C:10]1[N:11]=[C:12]([C:15]2[CH:16]=[CH:17][C:18]([C:19]([N:21]([CH3:22])[CH3:23])=[O:20])=[CH:24][CH:25]=2)[S:13][CH:14]=1, predict the reactants needed to synthesize it. The reactants are: [Si]([O:8][CH2:9][C:10]1[N:11]=[C:12]([C:15]2[CH:25]=[CH:24][C:18]([C:19]([N:21]([CH3:23])[CH3:22])=[O:20])=[CH:17][CH:16]=2)[S:13][CH:14]=1)(C(C)(C)C)(C)C.F.F.F.C(N(CC)CC)C. (2) Given the product [Cl:1][C:2]1[N:3]=[C:4]([CH3:9])[CH:5]=[C:6]([N:10]2[CH2:14][CH2:13][CH2:12][CH2:11]2)[N:7]=1, predict the reactants needed to synthesize it. The reactants are: [Cl:1][C:2]1[N:7]=[C:6](Cl)[CH:5]=[C:4]([CH3:9])[N:3]=1.[NH:10]1[CH2:14][CH2:13][CH2:12][CH2:11]1. (3) Given the product [CH2:1]([N:8]1[C:16]2[C:11](=[CH:12][CH:13]=[C:14]([Cl:17])[CH:15]=2)[C:10]([S:18][C:19]2[CH:20]=[C:21]([CH:22]=[CH:23][CH:24]=2)[CH:25]=[O:26])=[C:9]1[CH3:27])[C:2]1[CH:3]=[CH:4][CH:5]=[CH:6][CH:7]=1, predict the reactants needed to synthesize it. The reactants are: [CH2:1]([N:8]1[C:16]2[C:11](=[CH:12][CH:13]=[C:14]([Cl:17])[CH:15]=2)[C:10]([S:18][C:19]2[CH:20]=[C:21]([CH2:25][OH:26])[CH:22]=[CH:23][CH:24]=2)=[C:9]1[CH3:27])[C:2]1[CH:7]=[CH:6][CH:5]=[CH:4][CH:3]=1.C[N+]1([O-])CCOCC1. (4) Given the product [CH3:37][O:38][C:39](=[O:56])[C@@H:40]([NH:55][C:31]([C@@H:15]1[CH2:14][C:13]2[CH:12]=[C:11]3[C:20]([O:21][C@@H:8]([C:5]4[CH:6]=[CH:7][C:2]([OH:1])=[CH:3][CH:4]=4)[C:9](=[O:35])[N:10]3[CH3:34])=[CH:19][C:18]=2[CH2:17][N:16]1[C@H:22]([C:25]1[CH:30]=[CH:29][CH:28]=[CH:27][CH:26]=1)[CH2:23][CH3:24])=[O:32])[CH2:41][C:42]1[CH:47]=[CH:46][C:45]([C:48]2[CH:53]=[CH:52][C:51]([Cl:54])=[CH:50][CH:49]=2)=[CH:44][CH:43]=1, predict the reactants needed to synthesize it. The reactants are: [OH:1][C:2]1[CH:7]=[CH:6][C:5]([C@@H:8]2[O:21][C:20]3[C:11](=[CH:12][C:13]4[CH2:14][C@@H:15]([C:31](O)=[O:32])[N:16]([C@H:22]([C:25]5[CH:30]=[CH:29][CH:28]=[CH:27][CH:26]=5)[CH2:23][CH3:24])[CH2:17][C:18]=4[CH:19]=3)[N:10]([CH3:34])[C:9]2=[O:35])=[CH:4][CH:3]=1.Cl.[CH3:37][O:38][C:39](=[O:56])[C@@H:40]([NH2:55])[CH2:41][C:42]1[CH:47]=[CH:46][C:45]([C:48]2[CH:53]=[CH:52][C:51]([Cl:54])=[CH:50][CH:49]=2)=[CH:44][CH:43]=1. (5) Given the product [ClH:26].[ClH:26].[CH3:24][C@H:4]1[C:5]2[C:10]([N:11]3[CH2:12][CH2:13][NH:14][CH2:15][CH2:16]3)=[N:9][CH:8]=[N:7][C:6]=2[C:2]([CH3:25])([OH:1])[CH2:3]1, predict the reactants needed to synthesize it. The reactants are: [OH:1][C:2]1([CH3:25])[C:6]2[N:7]=[CH:8][N:9]=[C:10]([N:11]3[CH2:16][CH2:15][N:14](C(OC(C)(C)C)=O)[CH2:13][CH2:12]3)[C:5]=2[C@H:4]([CH3:24])[CH2:3]1.[ClH:26].O1CCOCC1. (6) Given the product [C:7]([O:11][C:12]([N:14]1[CH2:18][C@H:17]([CH2:19][C:20]2[CH:25]=[CH:24][CH:23]=[C:22]([CH:26]([CH3:28])[CH3:27])[CH:21]=2)[C@H:16]([CH2:29][N:30]([C:31]2[CH:32]=[CH:33][C:34]([Cl:37])=[CH:35][CH:36]=2)[C:39]2[CH:44]=[CH:43][CH:42]=[CH:41][CH:40]=2)[CH2:15]1)=[O:13])([CH3:9])([CH3:10])[CH3:8], predict the reactants needed to synthesize it. The reactants are: CC([O-])(C)C.[Na+].[C:7]([O:11][C:12]([N:14]1[CH2:18][C@H:17]([CH2:19][C:20]2[CH:25]=[CH:24][CH:23]=[C:22]([CH:26]([CH3:28])[CH3:27])[CH:21]=2)[C@H:16]([CH2:29][NH:30][C:31]2[CH:36]=[CH:35][C:34]([Cl:37])=[CH:33][CH:32]=2)[CH2:15]1)=[O:13])([CH3:10])([CH3:9])[CH3:8].Br[C:39]1[CH:44]=[CH:43][CH:42]=[CH:41][CH:40]=1. (7) Given the product [CH3:21][C:22]([CH3:27])([CH3:26])[CH2:23][CH2:24][NH:25][CH2:1][C:3]1[CH:18]=[CH:17][C:6]([O:7][C:8]2[CH:16]=[CH:15][C:11]([C:12]([NH2:14])=[O:13])=[CH:10][N:9]=2)=[C:5]([O:19][CH3:20])[CH:4]=1, predict the reactants needed to synthesize it. The reactants are: [CH:1]([C:3]1[CH:18]=[CH:17][C:6]([O:7][C:8]2[CH:16]=[CH:15][C:11]([C:12]([NH2:14])=[O:13])=[CH:10][N:9]=2)=[C:5]([O:19][CH3:20])[CH:4]=1)=O.[CH3:21][C:22]([CH3:27])([CH3:26])[CH2:23][CH2:24][NH2:25].